From a dataset of NCI-60 drug combinations with 297,098 pairs across 59 cell lines. Regression. Given two drug SMILES strings and cell line genomic features, predict the synergy score measuring deviation from expected non-interaction effect. (1) Cell line: M14. Synergy scores: CSS=-2.27, Synergy_ZIP=0.511, Synergy_Bliss=-0.129, Synergy_Loewe=-5.25, Synergy_HSA=-3.64. Drug 1: CC1C(C(CC(O1)OC2CC(CC3=C2C(=C4C(=C3O)C(=O)C5=C(C4=O)C(=CC=C5)OC)O)(C(=O)CO)O)N)O.Cl. Drug 2: C1=CC(=CC=C1CCCC(=O)O)N(CCCl)CCCl. (2) Synergy scores: CSS=8.22, Synergy_ZIP=-2.74, Synergy_Bliss=2.47, Synergy_Loewe=-5.64, Synergy_HSA=1.23. Drug 2: C(CC(=O)O)C(=O)CN.Cl. Drug 1: CC(C1=C(C=CC(=C1Cl)F)Cl)OC2=C(N=CC(=C2)C3=CN(N=C3)C4CCNCC4)N. Cell line: MCF7. (3) Drug 1: CC1=C(C=C(C=C1)C(=O)NC2=CC(=CC(=C2)C(F)(F)F)N3C=C(N=C3)C)NC4=NC=CC(=N4)C5=CN=CC=C5. Drug 2: CCC1(C2=C(COC1=O)C(=O)N3CC4=CC5=C(C=CC(=C5CN(C)C)O)N=C4C3=C2)O.Cl. Cell line: A498. Synergy scores: CSS=15.6, Synergy_ZIP=-4.15, Synergy_Bliss=1.19, Synergy_Loewe=-8.66, Synergy_HSA=0.676.